From a dataset of Peptide-MHC class I binding affinity with 185,985 pairs from IEDB/IMGT. Regression. Given a peptide amino acid sequence and an MHC pseudo amino acid sequence, predict their binding affinity value. This is MHC class I binding data. (1) The peptide sequence is TPPGATDPF. The binding affinity (normalized) is 0.436. The MHC is HLA-B07:02 with pseudo-sequence HLA-B07:02. (2) The peptide sequence is HPVGEADYF. The MHC is HLA-A26:01 with pseudo-sequence HLA-A26:01. The binding affinity (normalized) is 0. (3) The peptide sequence is IQFDWYPTS. The MHC is HLA-B18:01 with pseudo-sequence HLA-B18:01. The binding affinity (normalized) is 0.0847. (4) The peptide sequence is IYTDEVYDY. The MHC is HLA-A01:01 with pseudo-sequence HLA-A01:01. The binding affinity (normalized) is 0.440. (5) The peptide sequence is YLKKWLNSF. The MHC is HLA-A01:01 with pseudo-sequence HLA-A01:01. The binding affinity (normalized) is 0.0847. (6) The peptide sequence is HPDIVIYQY. The MHC is HLA-A69:01 with pseudo-sequence HLA-A69:01. The binding affinity (normalized) is 0.0847. (7) The peptide sequence is IILSKIPYLR. The MHC is HLA-A03:01 with pseudo-sequence HLA-A03:01. The binding affinity (normalized) is 0.657. (8) The peptide sequence is LEKWNLGII. The MHC is HLA-A30:01 with pseudo-sequence HLA-A30:01. The binding affinity (normalized) is 0.0847.